This data is from Catalyst prediction with 721,799 reactions and 888 catalyst types from USPTO. The task is: Predict which catalyst facilitates the given reaction. Reactant: C[O:2][C:3](=[O:37])[CH2:4][CH2:5][C:6]1[CH:11]=[CH:10][C:9]([O:12][C:13]2[CH:18]=[CH:17][C:16]([CH2:19][CH:20]([C:32](=[O:36])[N:33]([CH3:35])[CH3:34])[NH:21][S:22]([C:25]3[CH:30]=[CH:29][C:28]([CH3:31])=[CH:27][CH:26]=3)(=[O:24])=[O:23])=[CH:15][CH:14]=2)=[CH:8][CH:7]=1.[OH-].[Li+]. Product: [CH3:35][N:33]([CH3:34])[C:32]([CH:20]([NH:21][S:22]([C:25]1[CH:30]=[CH:29][C:28]([CH3:31])=[CH:27][CH:26]=1)(=[O:23])=[O:24])[CH2:19][C:16]1[CH:15]=[CH:14][C:13]([O:12][C:9]2[CH:8]=[CH:7][C:6]([CH2:5][CH2:4][C:3]([OH:37])=[O:2])=[CH:11][CH:10]=2)=[CH:18][CH:17]=1)=[O:36]. The catalyst class is: 20.